Dataset: Catalyst prediction with 721,799 reactions and 888 catalyst types from USPTO. Task: Predict which catalyst facilitates the given reaction. (1) Reactant: [Br:1][C:2]1[CH:9]=[CH:8][C:5]([CH2:6]Br)=[CH:4][CH:3]=1.[CH3:10][O:11][CH2:12][CH2:13][N:14]1[CH2:19][CH2:18][NH:17][CH2:16][CH2:15]1. Product: [Br:1][C:2]1[CH:9]=[CH:8][C:5]([CH2:6][N:17]2[CH2:18][CH2:19][N:14]([CH2:13][CH2:12][O:11][CH3:10])[CH2:15][CH2:16]2)=[CH:4][CH:3]=1. The catalyst class is: 9. (2) Reactant: [Cl:1][C:2]1[C:7]2[CH:8]=[N:9][NH:10][C:6]=2[CH:5]=[C:4]([CH3:11])[N:3]=1.[CH3:12][C:13]1[CH:14]=[C:15]([CH2:25]O)[CH:16]=[N:17][C:18]=1[O:19][CH2:20][C:21]([F:24])([F:23])[F:22].C(C=P(CCCC)(CCCC)CCCC)#N. Product: [Cl:1][C:2]1[C:7]2=[CH:8][N:9]([CH2:25][C:15]3[CH:16]=[N:17][C:18]([O:19][CH2:20][C:21]([F:24])([F:23])[F:22])=[C:13]([CH3:12])[CH:14]=3)[N:10]=[C:6]2[CH:5]=[C:4]([CH3:11])[N:3]=1. The catalyst class is: 1. (3) Reactant: [H-].[Al+3].[Li+].[H-].[H-].[H-].C[O:8][C:9]([C:11]1([C:14]([N:16]2[CH2:20][CH2:19][CH2:18][CH2:17]2)=O)[CH2:13][CH2:12]1)=O.O.O.O.O.O.O.O.O.O.O.S([O-])([O-])(=O)=O.[Na+].[Na+].C(OCC)C. Product: [N:16]1([CH2:14][C:11]2([CH2:9][OH:8])[CH2:13][CH2:12]2)[CH2:20][CH2:19][CH2:18][CH2:17]1. The catalyst class is: 1. (4) Reactant: C1(P(C2C=CC=CC=2)C2C=CC=CC=2)C=CC=CC=1.[C:20]([Cl:24])(Cl)(Cl)Cl.[CH2:25]([O:32][C:33]1[C:42]2[C:37](=[CH:38][CH:39]=[C:40]([F:43])[CH:41]=2)[CH:36]=[C:35](CO)[C:34]=1[CH3:46])[C:26]1[CH:31]=[CH:30][CH:29]=[CH:28][CH:27]=1. Product: [CH2:25]([O:32][C:33]1[C:42]2[C:37](=[CH:38][CH:39]=[C:40]([F:43])[CH:41]=2)[CH:36]=[C:35]([CH2:20][Cl:24])[C:34]=1[CH3:46])[C:26]1[CH:27]=[CH:28][CH:29]=[CH:30][CH:31]=1. The catalyst class is: 1. (5) Reactant: [F:1][C:2]1[CH:35]=[CH:34][C:5]([CH2:6][N:7]2[C:19](=[O:20])[C:18]3[C:17]([O:21][Si:22]([CH:29]([CH3:31])[CH3:30])([CH:26]([CH3:28])[CH3:27])[CH:23]([CH3:25])[CH3:24])=[C:16]4[C:11]([CH:12]=[CH:13][CH:14]=[N:15]4)=[C:10]([OH:32])[C:9]=3[C:8]2=[O:33])=[CH:4][CH:3]=1.[C:36]([O-])([O-])=O.[K+].[K+].CI.O. Product: [F:1][C:2]1[CH:3]=[CH:4][C:5]([CH2:6][N:7]2[C:19](=[O:20])[C:18]3[C:17]([O:21][Si:22]([CH:29]([CH3:31])[CH3:30])([CH:26]([CH3:27])[CH3:28])[CH:23]([CH3:25])[CH3:24])=[C:16]4[C:11]([CH:12]=[CH:13][CH:14]=[N:15]4)=[C:10]([O:32][CH3:36])[C:9]=3[C:8]2=[O:33])=[CH:34][CH:35]=1. The catalyst class is: 290. (6) Reactant: N[C:2]1[CH:7]=[C:6]([C:8]([O:10][CH3:11])=[O:9])[CH:5]=[CH:4][C:3]=1[N:12]1[CH2:17][CH2:16][N:15]([C:18]([O:20][C:21]([CH3:24])([CH3:23])[CH3:22])=[O:19])[CH2:14][CH2:13]1.O.C1(C)C=CC(S(O)(=O)=O)=CC=1.N([O-])=O.[Na+].[I-:41].[K+]. Product: [I:41][C:2]1[CH:7]=[C:6]([C:8]([O:10][CH3:11])=[O:9])[CH:5]=[CH:4][C:3]=1[N:12]1[CH2:17][CH2:16][N:15]([C:18]([O:20][C:21]([CH3:24])([CH3:23])[CH3:22])=[O:19])[CH2:14][CH2:13]1. The catalyst class is: 47.